Dataset: Reaction yield outcomes from USPTO patents with 853,638 reactions. Task: Predict the reaction yield, written as a fraction of the theoretical maximum amount of product (1.0 means a 100% yield; for example, 0.34 means a 34% yield). (1) The reactants are Cl[CH:2](Cl)[C:3](=O)[CH3:4].[CH:7]1([CH:13]=O)[CH2:12][CH2:11][CH2:10][CH2:9][CH2:8]1.CC([O-])(C)C.[K+].[C:21]([CH2:23][C:24]([NH2:26])=[O:25])#[N:22]. The catalyst is C1COCC1. The product is [CH:7]1([C:13]2[CH:2]=[C:3]([CH3:4])[NH:26][C:24](=[O:25])[C:23]=2[C:21]#[N:22])[CH2:8][CH2:9][CH2:10][CH2:11][CH2:12]1. The yield is 0.320. (2) The reactants are [C:1]([O:5][C:6](=[O:27])[N:7]([CH2:9][CH2:10][NH:11][C:12]([NH:14][C:15]1[CH:20]=[CH:19][C:18](Br)=[CH:17][C:16]=1[C:22](=[O:26])[N:23]([CH3:25])[CH3:24])=[O:13])[CH3:8])([CH3:4])([CH3:3])[CH3:2].[CH3:28][O:29][C:30]1[CH:35]=[CH:34][CH:33]=[CH:32][C:31]=1[C:36]1[C:44]2[C:39](=[N:40][CH:41]=[C:42](B3OC(C)(C)C(C)(C)O3)[CH:43]=2)[N:38]([S:54]([C:57]2[CH:62]=[CH:61][C:60]([CH3:63])=[CH:59][CH:58]=2)(=[O:56])=[O:55])[CH:37]=1. The catalyst is C(#N)C.C(=O)([O-])[O-].[Na+].[Na+].O1CCCC1. The product is [C:1]([O:5][C:6](=[O:27])[N:7]([CH2:9][CH2:10][NH:11][C:12]([NH:14][C:15]1[CH:20]=[CH:19][C:18]([C:42]2[CH:43]=[C:44]3[C:36]([C:31]4[CH:32]=[CH:33][CH:34]=[CH:35][C:30]=4[O:29][CH3:28])=[CH:37][N:38]([S:54]([C:57]4[CH:58]=[CH:59][C:60]([CH3:63])=[CH:61][CH:62]=4)(=[O:56])=[O:55])[C:39]3=[N:40][CH:41]=2)=[CH:17][C:16]=1[C:22](=[O:26])[N:23]([CH3:25])[CH3:24])=[O:13])[CH3:8])([CH3:4])([CH3:3])[CH3:2]. The yield is 0.660. (3) The reactants are C(=[N:14][C:15]1[CH:20]=[CH:19][N:18]=[C:17]([C:21]([C:23]2[C:31]3[CH:30]=[N:29][CH:28]=[N:27][C:26]=3[N:25]([C:32]([CH3:35])([CH3:34])[CH3:33])[CH:24]=2)=[O:22])[CH:16]=1)(C1C=CC=CC=1)C1C=CC=CC=1. The catalyst is C1COCC1.C(O)(=O)CC(CC(O)=O)(C(O)=O)O. The product is [NH2:14][C:15]1[CH:20]=[CH:19][N:18]=[C:17]([C:21]([C:23]2[C:31]3[CH:30]=[N:29][CH:28]=[N:27][C:26]=3[N:25]([C:32]([CH3:35])([CH3:34])[CH3:33])[CH:24]=2)=[O:22])[CH:16]=1. The yield is 0.490.